Dataset: Forward reaction prediction with 1.9M reactions from USPTO patents (1976-2016). Task: Predict the product of the given reaction. (1) The product is: [C:11]([O:10][C:9]([NH:8][C:5]1[N:6]=[CH:7][C:2]([C:26]2[CH:25]=[CH:24][N:23]3[C:28]([C:27]=2[CH3:29])=[C:19]([CH:16]2[CH2:18][CH2:17]2)[CH:20]=[C:21]([C:44]([O:46][CH2:47][CH3:48])=[O:45])[C:22]3=[O:43])=[CH:3][CH:4]=1)=[O:15])([CH3:14])([CH3:13])[CH3:12]. Given the reactants Br[C:2]1[CH:3]=[CH:4][C:5]([NH:8][C:9](=[O:15])[O:10][C:11]([CH3:14])([CH3:13])[CH3:12])=[N:6][CH:7]=1.[CH:16]1([C:19]2[CH:20]=[C:21]([C:44]([O:46][CH2:47][CH3:48])=[O:45])[C:22](=[O:43])[N:23]3[C:28]=2[C:27]([CH3:29])=[C:26]([Sn](CCCC)(CCCC)CCCC)[CH:25]=[CH:24]3)[CH2:18][CH2:17]1.O, predict the reaction product. (2) Given the reactants C(OC(=O)[NH:7][C:8]1[CH2:13][NH:12][CH2:11][C:10]([C:17]2[CH:22]=[C:21]([NH:23][C:24]([C:26]3[C:31]([CH3:32])=[CH:30][C:29]([Br:33])=[CH:28][N:27]=3)=[O:25])[CH:20]=[CH:19][C:18]=2[F:34])([CH:14]([F:16])[F:15])[N:9]=1)(C)(C)C.[CH3:36][O:37][CH2:38][C:39](Cl)=[O:40].C(Cl)Cl.N, predict the reaction product. The product is: [NH2:7][C:8]1[CH2:13][N:12]([C:39](=[O:40])[CH2:38][O:37][CH3:36])[CH2:11][C:10]([C:17]2[CH:22]=[C:21]([NH:23][C:24]([C:26]3[C:31]([CH3:32])=[CH:30][C:29]([Br:33])=[CH:28][N:27]=3)=[O:25])[CH:20]=[CH:19][C:18]=2[F:34])([CH:14]([F:16])[F:15])[N:9]=1. (3) The product is: [CH2:1]([O:3][C:4](=[O:15])[CH3:5])[CH3:2].[Br:16][C:17]1[CH:22]=[C:21]([S:13][C:10]2[CH:11]=[CH:12][C:7]([O:6][CH2:5][C:4]([OH:3])=[O:15])=[C:8]([Cl:14])[CH:9]=2)[CH:20]=[C:19]([OH:23])[CH:18]=1. Given the reactants [CH2:1]([O:3][C:4](=[O:15])[CH2:5][O:6][C:7]1[CH:12]=[CH:11][C:10]([SH:13])=[CH:9][C:8]=1[Cl:14])[CH3:2].[Br:16][C:17]1[C:18](Br)=[C:19]([OH:23])[CH:20]=[CH:21][CH:22]=1.C(N(CC)CC)C, predict the reaction product. (4) Given the reactants [Cl:1][C:2]1[N:7]=[C:6]([C:8](OC)=[O:9])[CH:5]=[CH:4][N:3]=1.C1COCC1.CO, predict the reaction product. The product is: [Cl:1][C:2]1[N:7]=[C:6]([CH2:8][OH:9])[CH:5]=[CH:4][N:3]=1.